Dataset: Forward reaction prediction with 1.9M reactions from USPTO patents (1976-2016). Task: Predict the product of the given reaction. (1) Given the reactants Br[C:2]1[CH:7]=[CH:6][C:5]([CH:8]([CH3:23])[C:9]([C:15]2[CH:16]=[CH:17][C:18](=[O:22])[N:19]([CH3:21])[CH:20]=2)([OH:14])[C:10]([F:13])([F:12])[F:11])=[C:4]([Cl:24])[CH:3]=1.[CH3:25][O:26][C:27]1[CH:28]=[C:29](B(O)O)[CH:30]=[CH:31][C:32]=1[C:33]([O:35][CH3:36])=[O:34], predict the reaction product. The product is: [CH3:36][O:35][C:33]([C:32]1[CH:31]=[CH:30][C:29]([C:2]2[CH:7]=[CH:6][C:5]([CH:8]([CH3:23])[C:9]([OH:14])([C:15]3[CH:16]=[CH:17][C:18](=[O:22])[N:19]([CH3:21])[CH:20]=3)[C:10]([F:12])([F:11])[F:13])=[C:4]([Cl:24])[CH:3]=2)=[CH:28][C:27]=1[O:26][CH3:25])=[O:34]. (2) Given the reactants [Br:1][CH2:2][CH2:3][C:4]1[C:12]2[C:7](=[CH:8][CH:9]=[C:10](OC)[CH:11]=2)[NH:6][CH:5]=1.[CH3:15][O:16]C1C=C2C(C=CN2)=CC=1, predict the reaction product. The product is: [Br:1][CH2:2][CH2:3][C:4]1[C:12]2[C:7](=[CH:8][C:9]([O:16][CH3:15])=[CH:10][CH:11]=2)[NH:6][CH:5]=1. (3) Given the reactants [F:1][C:2]([F:13])([F:12])[C:3]1[CH:8]=[CH:7][C:6](B(O)O)=[CH:5][CH:4]=1.Br[C:15]1[CH:16]=[C:17]([CH:46]=[CH:47][CH:48]=1)[CH2:18][N:19]1[C:23]2[CH:24]=[C:25]([O:28][CH2:29][C:30]3[CH:35]=[CH:34][C:33]([CH3:36])=[CH:32][N:31]=3)[CH:26]=[CH:27][C:22]=2[N:21]=[C:20]1[CH2:37][C:38]([CH2:44][CH3:45])([CH2:42][CH3:43])[C:39]([OH:41])=[O:40], predict the reaction product. The product is: [CH2:42]([C:38]([CH2:37][C:20]1[N:19]([CH2:18][C:17]2[CH:16]=[C:15]([C:6]3[CH:7]=[CH:8][C:3]([C:2]([F:13])([F:12])[F:1])=[CH:4][CH:5]=3)[CH:48]=[CH:47][CH:46]=2)[C:23]2[CH:24]=[C:25]([O:28][CH2:29][C:30]3[CH:35]=[CH:34][C:33]([CH3:36])=[CH:32][N:31]=3)[CH:26]=[CH:27][C:22]=2[N:21]=1)([CH2:44][CH3:45])[C:39]([OH:41])=[O:40])[CH3:43]. (4) The product is: [CH2:12]1[C:11]2[C:10]3[C:5]4[CH:6]=[CH:7][CH:8]=[CH:9][C:4]=4[NH:1][C:18]=3[CH:17]=[CH:16][C:15]=2[C:14](=[O:19])[CH2:13]1. Given the reactants [N+:1]([C:4]1[CH:9]=[CH:8][CH:7]=[CH:6][C:5]=1[C:10]1[CH:18]=[CH:17][CH:16]=[C:15]2[C:11]=1[CH2:12][CH2:13][C:14]2=[O:19])([O-])=O.C(OP(OCC)OCC)C, predict the reaction product. (5) Given the reactants [CH3:1][O:2][C:3]1[CH:4]=[C:5]([CH2:20][C:21]([O:23]C2C(F)=C(F)C(F)=C(F)C=2F)=O)[CH:6]=[CH:7][C:8]=1[NH:9][C:10]([NH:12][C:13]1[CH:18]=[CH:17][CH:16]=[CH:15][C:14]=1[CH3:19])=[O:11].[Cl:35][C:36]1[CH:37]=[C:38]([CH:43]=[CH:44][C:45]=1[O:46][CH2:47][C@@H:48]([NH2:50])[CH3:49])[C:39]([O:41][CH3:42])=[O:40].CCN(CC)CC, predict the reaction product. The product is: [Cl:35][C:36]1[CH:37]=[C:38]([CH:43]=[CH:44][C:45]=1[O:46][CH2:47][C@@H:48]([NH:50][C:21](=[O:23])[CH2:20][C:5]1[CH:6]=[CH:7][C:8]([NH:9][C:10]([NH:12][C:13]2[CH:18]=[CH:17][CH:16]=[CH:15][C:14]=2[CH3:19])=[O:11])=[C:3]([O:2][CH3:1])[CH:4]=1)[CH3:49])[C:39]([O:41][CH3:42])=[O:40]. (6) Given the reactants [Cl:1][C:2]1[CH:7]=[C:6](Cl)[CH:5]=[CH:4][C:3]=1[SH:9].[Br:10][C:11]1[CH:16]=[CH:15][CH:14]=[CH:13][C:12]=1S.Cl[C:19]1C=CC=C[C:20]=1[CH:21]=[O:22].ClC1C=C(C=CC=1F)C=O.[NH2:37][CH2:38][CH2:39][CH2:40][CH2:41][CH2:42]CO.N1CCCCC1, predict the reaction product. The product is: [Br:10][C:11]1[CH:16]=[CH:15][CH:14]=[CH:13][C:12]=1[S:9][C:3]1[CH:4]=[CH:5][C:6](/[CH:19]=[CH:20]/[C:21]([N:37]2[CH2:38][CH2:39][CH2:40][CH2:41][CH2:42]2)=[O:22])=[CH:7][C:2]=1[Cl:1]. (7) Given the reactants [CH:1]1([N:7]2[CH2:11][C@@H:10]([C:12]3[CH:17]=[CH:16][CH:15]=[CH:14][CH:13]=3)[N:9]([CH:18]3[CH2:23][CH2:22][N:21]([CH2:24][C:25]4[CH:33]=[CH:32][C:28]([C:29](O)=[O:30])=[CH:27][CH:26]=4)[CH2:20][CH2:19]3)[C:8]2=[O:34])[CH2:6][CH2:5][CH2:4][CH2:3][CH2:2]1.Cl.[CH2:36]([O:38][C:39](=[O:44])[CH2:40][CH2:41][CH2:42][NH2:43])[CH3:37], predict the reaction product. The product is: [CH2:36]([O:38][C:39](=[O:44])[CH2:40][CH2:41][CH2:42][NH:43][C:29](=[O:30])[C:28]1[CH:32]=[CH:33][C:25]([CH2:24][N:21]2[CH2:22][CH2:23][CH:18]([N:9]3[C@H:10]([C:12]4[CH:13]=[CH:14][CH:15]=[CH:16][CH:17]=4)[CH2:11][N:7]([CH:1]4[CH2:6][CH2:5][CH2:4][CH2:3][CH2:2]4)[C:8]3=[O:34])[CH2:19][CH2:20]2)=[CH:26][CH:27]=1)[CH3:37].